Dataset: Forward reaction prediction with 1.9M reactions from USPTO patents (1976-2016). Task: Predict the product of the given reaction. The product is: [Br:1][C:2]1[S:3][C:4]([Cl:16])=[CH:5][C:6]=1[CH2:7][C:9]1[CH:14]=[CH:13][CH:12]=[C:11]([Cl:15])[CH:10]=1. Given the reactants [Br:1][C:2]1[S:3][C:4]([Cl:16])=[CH:5][C:6]=1[CH:7]([C:9]1[CH:14]=[CH:13][CH:12]=[C:11]([Cl:15])[CH:10]=1)O.FC(F)(F)C(O)=O.C([SiH](CC)CC)C, predict the reaction product.